Regression. Given two drug SMILES strings and cell line genomic features, predict the synergy score measuring deviation from expected non-interaction effect. From a dataset of NCI-60 drug combinations with 297,098 pairs across 59 cell lines. (1) Drug 1: CC1=C2C(C(=O)C3(C(CC4C(C3C(C(C2(C)C)(CC1OC(=O)C(C(C5=CC=CC=C5)NC(=O)C6=CC=CC=C6)O)O)OC(=O)C7=CC=CC=C7)(CO4)OC(=O)C)O)C)OC(=O)C. Drug 2: CC=C1C(=O)NC(C(=O)OC2CC(=O)NC(C(=O)NC(CSSCCC=C2)C(=O)N1)C(C)C)C(C)C. Cell line: NCI-H460. Synergy scores: CSS=34.3, Synergy_ZIP=-1.32, Synergy_Bliss=-2.86, Synergy_Loewe=-2.57, Synergy_HSA=-0.285. (2) Drug 1: CC1=C(C(=CC=C1)Cl)NC(=O)C2=CN=C(S2)NC3=CC(=NC(=N3)C)N4CCN(CC4)CCO. Drug 2: CC1C(C(CC(O1)OC2CC(CC3=C2C(=C4C(=C3O)C(=O)C5=CC=CC=C5C4=O)O)(C(=O)C)O)N)O. Cell line: MOLT-4. Synergy scores: CSS=51.7, Synergy_ZIP=5.54, Synergy_Bliss=5.98, Synergy_Loewe=-6.20, Synergy_HSA=5.16. (3) Drug 1: CCC1(CC2CC(C3=C(CCN(C2)C1)C4=CC=CC=C4N3)(C5=C(C=C6C(=C5)C78CCN9C7C(C=CC9)(C(C(C8N6C)(C(=O)OC)O)OC(=O)C)CC)OC)C(=O)OC)O.OS(=O)(=O)O. Drug 2: C1=NNC2=C1C(=O)NC=N2. Cell line: OVCAR-8. Synergy scores: CSS=2.11, Synergy_ZIP=0.476, Synergy_Bliss=1.73, Synergy_Loewe=-0.271, Synergy_HSA=0.109. (4) Drug 1: CC1=C2C(C(=O)C3(C(CC4C(C3C(C(C2(C)C)(CC1OC(=O)C(C(C5=CC=CC=C5)NC(=O)OC(C)(C)C)O)O)OC(=O)C6=CC=CC=C6)(CO4)OC(=O)C)OC)C)OC. Drug 2: C1CC(=O)NC(=O)C1N2CC3=C(C2=O)C=CC=C3N. Cell line: RXF 393. Synergy scores: CSS=48.4, Synergy_ZIP=15.0, Synergy_Bliss=13.8, Synergy_Loewe=-13.8, Synergy_HSA=15.2. (5) Drug 1: C1CCC(CC1)NC(=O)N(CCCl)N=O. Drug 2: C1=CC(=CC=C1CCCC(=O)O)N(CCCl)CCCl. Cell line: SF-539. Synergy scores: CSS=35.7, Synergy_ZIP=-9.84, Synergy_Bliss=-2.97, Synergy_Loewe=-4.19, Synergy_HSA=0.179. (6) Drug 1: CC1=C(C=C(C=C1)NC2=NC=CC(=N2)N(C)C3=CC4=NN(C(=C4C=C3)C)C)S(=O)(=O)N.Cl. Drug 2: CC1=C2C(C(=O)C3(C(CC4C(C3C(C(C2(C)C)(CC1OC(=O)C(C(C5=CC=CC=C5)NC(=O)OC(C)(C)C)O)O)OC(=O)C6=CC=CC=C6)(CO4)OC(=O)C)O)C)O. Cell line: TK-10. Synergy scores: CSS=27.3, Synergy_ZIP=2.32, Synergy_Bliss=5.48, Synergy_Loewe=-25.2, Synergy_HSA=4.26.